From a dataset of NCI-60 drug combinations with 297,098 pairs across 59 cell lines. Regression. Given two drug SMILES strings and cell line genomic features, predict the synergy score measuring deviation from expected non-interaction effect. (1) Drug 1: C1CC(=O)NC(=O)C1N2C(=O)C3=CC=CC=C3C2=O. Drug 2: CC(C)NC(=O)C1=CC=C(C=C1)CNNC.Cl. Cell line: SR. Synergy scores: CSS=2.19, Synergy_ZIP=2.72, Synergy_Bliss=-3.99, Synergy_Loewe=-6.04, Synergy_HSA=-3.78. (2) Drug 1: CC1=C(C(=CC=C1)Cl)NC(=O)C2=CN=C(S2)NC3=CC(=NC(=N3)C)N4CCN(CC4)CCO. Drug 2: CC1CCCC2(C(O2)CC(NC(=O)CC(C(C(=O)C(C1O)C)(C)C)O)C(=CC3=CSC(=N3)C)C)C. Cell line: SK-MEL-28. Synergy scores: CSS=28.6, Synergy_ZIP=1.10, Synergy_Bliss=1.92, Synergy_Loewe=-1.80, Synergy_HSA=2.79. (3) Drug 1: C1CCC(CC1)NC(=O)N(CCCl)N=O. Drug 2: C1=NC2=C(N=C(N=C2N1C3C(C(C(O3)CO)O)F)Cl)N. Cell line: OVCAR-4. Synergy scores: CSS=5.77, Synergy_ZIP=-4.11, Synergy_Bliss=-2.29, Synergy_Loewe=-5.21, Synergy_HSA=-1.52. (4) Drug 1: C1=CC(=CC=C1CC(C(=O)O)N)N(CCCl)CCCl.Cl. Drug 2: C1CN(CCN1C(=O)CCBr)C(=O)CCBr. Cell line: BT-549. Synergy scores: CSS=29.0, Synergy_ZIP=4.91, Synergy_Bliss=9.19, Synergy_Loewe=-7.46, Synergy_HSA=9.14. (5) Drug 1: C1CC(=O)NC(=O)C1N2CC3=C(C2=O)C=CC=C3N. Drug 2: C1=CN(C=N1)CC(O)(P(=O)(O)O)P(=O)(O)O. Cell line: M14. Synergy scores: CSS=1.60, Synergy_ZIP=0.370, Synergy_Bliss=0.829, Synergy_Loewe=1.84, Synergy_HSA=1.10. (6) Drug 1: C1=CC(=CC=C1CCCC(=O)O)N(CCCl)CCCl. Drug 2: CC1=C(C=C(C=C1)C(=O)NC2=CC(=CC(=C2)C(F)(F)F)N3C=C(N=C3)C)NC4=NC=CC(=N4)C5=CN=CC=C5. Cell line: OVCAR3. Synergy scores: CSS=12.2, Synergy_ZIP=-7.20, Synergy_Bliss=-2.83, Synergy_Loewe=-5.40, Synergy_HSA=-5.10. (7) Drug 1: CC1OCC2C(O1)C(C(C(O2)OC3C4COC(=O)C4C(C5=CC6=C(C=C35)OCO6)C7=CC(=C(C(=C7)OC)O)OC)O)O. Drug 2: CC1CCCC2(C(O2)CC(NC(=O)CC(C(C(=O)C(C1O)C)(C)C)O)C(=CC3=CSC(=N3)C)C)C. Cell line: SW-620. Synergy scores: CSS=34.8, Synergy_ZIP=-1.32, Synergy_Bliss=-2.02, Synergy_Loewe=-2.51, Synergy_HSA=-2.45. (8) Drug 1: COC1=C(C=C2C(=C1)N=CN=C2NC3=CC(=C(C=C3)F)Cl)OCCCN4CCOCC4. Drug 2: C1CN(CCN1C(=O)CCBr)C(=O)CCBr. Cell line: T-47D. Synergy scores: CSS=31.3, Synergy_ZIP=0.924, Synergy_Bliss=5.01, Synergy_Loewe=2.23, Synergy_HSA=7.07. (9) Drug 1: CC1CC2C3CCC4=CC(=O)C=CC4(C3(C(CC2(C1(C(=O)CO)O)C)O)F)C. Drug 2: CNC(=O)C1=NC=CC(=C1)OC2=CC=C(C=C2)NC(=O)NC3=CC(=C(C=C3)Cl)C(F)(F)F. Cell line: OVCAR3. Synergy scores: CSS=42.0, Synergy_ZIP=10.9, Synergy_Bliss=11.2, Synergy_Loewe=0.259, Synergy_HSA=2.45.